Dataset: Reaction yield outcomes from USPTO patents with 853,638 reactions. Task: Predict the reaction yield, written as a fraction of the theoretical maximum amount of product (1.0 means a 100% yield; for example, 0.34 means a 34% yield). (1) The reactants are [CH:1]1[C:6]([OH:7])=[CH:5][CH:4]=[C:3]([CH3:8])[CH:2]=1.[C:9](Cl)(=[O:11])[CH3:10].Cl. The catalyst is N1C=CC=CC=1. The product is [CH3:8][C:3]1[CH:2]=[CH:1][C:6]([O:7][C:9]([CH3:10])=[O:11])=[CH:5][CH:4]=1. The yield is 0.930. (2) The product is [Cl:1][C:2]1[CH:7]=[CH:6][C:5]([C@@H:8]([CH:12]2[CH2:14][CH2:13]2)[CH2:9][C:10]([OH:18])=[O:15])=[CH:4][CH:3]=1. No catalyst specified. The yield is 1.00. The reactants are [Cl:1][C:2]1[CH:7]=[CH:6][C:5]([C@@H:8]([CH:12]2[CH2:14][CH2:13]2)[CH2:9][C:10]#N)=[CH:4][CH:3]=1.[OH-:15].[Na+].C[OH:18]. (3) The reactants are [C:1]([O:5][C:6]([NH:8][C@@H:9]([CH2:17][CH2:18][C:19]([O:21][CH2:22][CH3:23])=[O:20])[C:10]([O:12][C:13]([CH3:16])([CH3:15])[CH3:14])=[O:11])=[O:7])([CH3:4])([CH3:3])[CH3:2].[C:24]([O:28][C:29](O[C:29]([O:28][C:24]([CH3:27])([CH3:26])[CH3:25])=[O:30])=[O:30])([CH3:27])([CH3:26])[CH3:25]. The catalyst is CN(C)C1C=CN=CC=1.C(#N)C. The product is [C:1]([O:5][C:6]([N:8]([C:29]([O:28][C:24]([CH3:27])([CH3:26])[CH3:25])=[O:30])[C@@H:9]([CH2:17][CH2:18][C:19]([O:21][CH2:22][CH3:23])=[O:20])[C:10]([O:12][C:13]([CH3:14])([CH3:15])[CH3:16])=[O:11])=[O:7])([CH3:4])([CH3:2])[CH3:3]. The yield is 0.902. (4) The reactants are [Cl:1][C:2]1[CH:3]=[C:4](I)[C:5]2[O:10][CH:9]([C:11]([F:14])([F:13])[F:12])[C:8]([C:15]([O:17][CH2:18][CH3:19])=[O:16])=[CH:7][C:6]=2[CH:20]=1.C(N(CC)CC)C.[Cl:29][CH2:30][CH2:31][CH2:32][C:33]#[CH:34]. The catalyst is C1(C)C=CC=CC=1.C(OCC)C.[Cu]I. The product is [Cl:1][C:2]1[CH:3]=[C:4]([C:34]#[C:33][CH2:32][CH2:31][CH2:30][Cl:29])[C:5]2[O:10][CH:9]([C:11]([F:14])([F:13])[F:12])[C:8]([C:15]([O:17][CH2:18][CH3:19])=[O:16])=[CH:7][C:6]=2[CH:20]=1. The yield is 0.680. (5) The reactants are [CH3:1][C:2]1[S:6][C:5]([C:7]([OH:9])=O)=[N:4][CH:3]=1.[NH2:10][C@H:11]([CH3:27])[CH2:12][N:13]1[CH:17]=[CH:16][C:15]([C:18]2[CH:25]=[CH:24][C:21]([C:22]#[N:23])=[C:20]([Cl:26])[CH:19]=2)=[N:14]1. No catalyst specified. The product is [Cl:26][C:20]1[CH:19]=[C:18]([C:15]2[CH:16]=[CH:17][N:13]([CH2:12][C@H:11]([NH:10][C:7]([C:5]3[S:6][C:2]([CH3:1])=[CH:3][N:4]=3)=[O:9])[CH3:27])[N:14]=2)[CH:25]=[CH:24][C:21]=1[C:22]#[N:23]. The yield is 0.540. (6) The reactants are Br[C:2]1[CH:7]=[CH:6][C:5]([C:8]([CH3:12])([CH3:11])[C:9]#[N:10])=[C:4]([F:13])[CH:3]=1.[CH:14]1([C:19]([OH:32])([C:30]#[CH:31])[CH2:20][C:21]2[O:26][C:25]([CH3:28])([CH3:27])[O:24][C:23](=[O:29])[CH:22]=2)[CH2:18][CH2:17][CH2:16][CH2:15]1. The catalyst is C(NC(C)C)(C)C.CN(C=O)C.[NH4+].[Cl-].Cl[Pd](Cl)([P](C1C=CC=CC=1)(C1C=CC=CC=1)C1C=CC=CC=1)[P](C1C=CC=CC=1)(C1C=CC=CC=1)C1C=CC=CC=1.[Cu]I. The product is [CH:14]1([C:19]([OH:32])([CH2:20][C:21]2[O:26][C:25]([CH3:28])([CH3:27])[O:24][C:23](=[O:29])[CH:22]=2)[C:30]#[C:31][C:2]2[CH:7]=[CH:6][C:5]([C:8]([CH3:12])([CH3:11])[C:9]#[N:10])=[C:4]([F:13])[CH:3]=2)[CH2:15][CH2:16][CH2:17][CH2:18]1. The yield is 0.790. (7) The reactants are [CH3:1][O:2][C:3]([C:5]1[CH:6]=[CH:7][C:8]2[O:13][CH:12](Br)[CH:11](Br)[N:10]([C:16]([O:18][C:19]([CH3:22])([CH3:21])[CH3:20])=[O:17])[C:9]=2[CH:23]=1)=[O:4].[Na+].[I-]. The catalyst is CC(C)=O. The yield is 0.920. The product is [CH3:1][O:2][C:3]([C:5]1[CH:6]=[CH:7][C:8]2[O:13][CH:12]=[CH:11][N:10]([C:16]([O:18][C:19]([CH3:21])([CH3:20])[CH3:22])=[O:17])[C:9]=2[CH:23]=1)=[O:4]. (8) The reactants are Cl[C:2]1[C:3]([C:12]([NH:14][C:15]2[CH:16]=[CH:17][C:18]([C:21]([O:23]C)=[O:22])=[N:19][CH:20]=2)=[O:13])=[N:4][C:5]2[C:10]([N:11]=1)=[CH:9][CH:8]=[CH:7][CH:6]=2.[CH3:25][O:26][C:27]1[CH:32]=[C:31]([O:33][CH3:34])[CH:30]=[CH:29][C:28]=1[OH:35].C(=O)([O-])[O-].[K+].[K+].[OH-].[Na+]. The catalyst is CN1C(=O)CCC1.CO. The product is [CH3:25][O:26][C:27]1[CH:32]=[C:31]([O:33][CH3:34])[CH:30]=[CH:29][C:28]=1[O:35][C:2]1[C:3]([C:12]([NH:14][C:15]2[CH:16]=[CH:17][C:18]([C:21]([OH:23])=[O:22])=[N:19][CH:20]=2)=[O:13])=[N:4][C:5]2[C:10]([N:11]=1)=[CH:9][CH:8]=[CH:7][CH:6]=2. The yield is 0.360. (9) The reactants are [Br:1][C:2]1[CH:3]=[N:4][C:5]([S:8][C:9]2[CH:14]=[CH:13][C:12]([NH:15][C:16]([NH:18][C:19](=[O:29])[C:20]3[CH:25]=[CH:24][CH:23]=[CH:22][C:21]=3[N+:26]([O-])=O)=[O:17])=[CH:11][CH:10]=2)=[N:6][CH:7]=1. The catalyst is CC(O)=O.O.[Fe]. The product is [NH2:26][C:21]1[CH:22]=[CH:23][CH:24]=[CH:25][C:20]=1[C:19]([NH:18][C:16]([NH:15][C:12]1[CH:11]=[CH:10][C:9]([S:8][C:5]2[N:6]=[CH:7][C:2]([Br:1])=[CH:3][N:4]=2)=[CH:14][CH:13]=1)=[O:17])=[O:29]. The yield is 0.620.